From a dataset of Forward reaction prediction with 1.9M reactions from USPTO patents (1976-2016). Predict the product of the given reaction. (1) Given the reactants [CH2:1]([O:8][NH:9][C:10]([C@@H:12]1[N:17]([S:18]([C:21]2[CH:26]=[CH:25][C:24]([O:27][CH3:28])=[CH:23][CH:22]=2)(=[O:20])=[O:19])[CH2:16][C@@H:15]2[O:29]C(C)(C)[O:31][C@H:14]2[C@H:13]1[OH:34])=[O:11])[C:2]1[CH:7]=[CH:6][CH:5]=[CH:4][CH:3]=1, predict the reaction product. The product is: [CH2:1]([O:8][NH:9][C:10]([C@H:12]1[C@H:13]([OH:34])[C@H:14]([OH:31])[C@@H:15]([OH:29])[CH2:16][N:17]1[S:18]([C:21]1[CH:22]=[CH:23][C:24]([O:27][CH3:28])=[CH:25][CH:26]=1)(=[O:20])=[O:19])=[O:11])[C:2]1[CH:7]=[CH:6][CH:5]=[CH:4][CH:3]=1. (2) Given the reactants [CH2:1]([N:5]1[CH:9]=[C:8]([C:10]2[CH:15]=[CH:14][C:13]([O:16][CH3:17])=[CH:12][CH:11]=2)[N:7]=[C:6]1[C:18]1[CH:23]=[CH:22][CH:21]=[CH:20][CH:19]=1)[CH2:2][CH2:3][CH3:4].[CH2:24]=[O:25], predict the reaction product. The product is: [CH2:1]([N:5]1[C:9]([CH2:24][OH:25])=[C:8]([C:10]2[CH:15]=[CH:14][C:13]([O:16][CH3:17])=[CH:12][CH:11]=2)[N:7]=[C:6]1[C:18]1[CH:19]=[CH:20][CH:21]=[CH:22][CH:23]=1)[CH2:2][CH2:3][CH3:4]. (3) Given the reactants C[O:2][C:3]([C:5]1[C:6]([C:10]2[CH:15]=[CH:14][CH:13]=[CH:12][CH:11]=2)=[N:7][O:8][CH:9]=1)=O.C(OC(C1C(C2C=CC=CC=2F)=NOC=1C)=O)C, predict the reaction product. The product is: [C:10]1([C:6]2[C:5]([CH2:3][OH:2])=[CH:9][O:8][N:7]=2)[CH:11]=[CH:12][CH:13]=[CH:14][CH:15]=1.